Dataset: Reaction yield outcomes from USPTO patents with 853,638 reactions. Task: Predict the reaction yield, written as a fraction of the theoretical maximum amount of product (1.0 means a 100% yield; for example, 0.34 means a 34% yield). The reactants are [CH2:1]([N:4]1[CH:8]=[CH:7][N:6]=[C:5]1[C:9]1[S:13][C:12]([C:14]2[CH:19]=[CH:18][N:17]=[C:16]([NH:20][C:21](=[O:23])[CH3:22])[CH:15]=2)=[N:11][C:10]=1Br)[CH:2]=[CH2:3].[Br-].[CH2:26]([Zn+])[C:27]1[CH:32]=[CH:31][CH:30]=[CH:29][CH:28]=1. The catalyst is O1CCCC1.CC(C)([P](C(C)(C)C)([Pd][P](C(C)(C)C)(C(C)(C)C)C(C)(C)C)C(C)(C)C)C. The product is [CH2:1]([N:4]1[CH:8]=[CH:7][N:6]=[C:5]1[C:9]1[S:13][C:12]([C:14]2[CH:19]=[CH:18][N:17]=[C:16]([NH:20][C:21](=[O:23])[CH3:22])[CH:15]=2)=[N:11][C:10]=1[CH2:26][C:27]1[CH:32]=[CH:31][CH:30]=[CH:29][CH:28]=1)[CH:2]=[CH2:3]. The yield is 0.210.